Dataset: Catalyst prediction with 721,799 reactions and 888 catalyst types from USPTO. Task: Predict which catalyst facilitates the given reaction. (1) The catalyst class is: 474. Reactant: CN(C(ON1N=NC2C=CC=NC1=2)=[N+](C)C)C.F[P-](F)(F)(F)(F)F.[C:25]([O:29][C:30]([N:32]1[CH2:37][CH2:36][C:35]([C:41]#[N:42])([C:38]([OH:40])=O)[CH2:34][CH2:33]1)=[O:31])([CH3:28])([CH3:27])[CH3:26].CCN(C(C)C)C(C)C.[CH3:52][C:53]1[CH:54]=[CH:55][C:56]([NH2:59])=[N:57][CH:58]=1. Product: [C:41]([C:35]1([C:38](=[O:40])[NH:59][C:56]2[CH:55]=[CH:54][C:53]([CH3:52])=[CH:58][N:57]=2)[CH2:34][CH2:33][N:32]([C:30]([O:29][C:25]([CH3:26])([CH3:27])[CH3:28])=[O:31])[CH2:37][CH2:36]1)#[N:42]. (2) Reactant: [OH-].[Na+:2].C([O:5][C:6](=[O:21])[CH2:7][C:8]1[NH:9][C:10](=[S:20])[CH:11]=[C:12]([N:14]2[CH2:19][CH2:18][O:17][CH2:16][CH2:15]2)[N:13]=1)C. Product: [N:14]1([C:12]2[N:13]=[C:8]([CH2:7][C:6]([O-:21])=[O:5])[NH:9][C:10](=[S:20])[CH:11]=2)[CH2:15][CH2:16][O:17][CH2:18][CH2:19]1.[Na+:2]. The catalyst class is: 1. (3) Reactant: [F:1][C:2]1[CH:3]=[CH:4][C:5]([OH:23])=[C:6]([CH:8]2[C:16]3[C:11](=[CH:12][CH:13]=[CH:14][CH:15]=3)[N:10]([CH2:17][CH2:18][CH2:19][CH2:20][CH3:21])[C:9]2=[O:22])[CH:7]=1.[CH2:24]=[O:25].C([N-]C(C)C)(C)C.[Li+].[Cl-].[NH4+]. Product: [F:1][C:2]1[CH:3]=[CH:4][C:5]([OH:23])=[C:6]([C:8]2([CH2:24][OH:25])[C:16]3[C:11](=[CH:12][CH:13]=[CH:14][CH:15]=3)[N:10]([CH2:17][CH2:18][CH2:19][CH2:20][CH3:21])[C:9]2=[O:22])[CH:7]=1. The catalyst class is: 56. (4) Reactant: [H-].[Na+].[C:3]([O:7][C:8](=[O:42])[NH:9][C@@H:10]1[CH2:14][CH2:13][N:12]([CH:15]([C:23](=[O:41])[N:24]([CH2:26][C:27]2[C:36]3[C:31](=[CH:32][CH:33]=[CH:34][CH:35]=3)[CH:30]=[C:29]([C:37]#[N:38])[C:28]=2[O:39][CH3:40])[CH3:25])[C:16]2[CH:21]=[CH:20][C:19]([F:22])=[CH:18][CH:17]=2)[CH2:11]1)([CH3:6])([CH3:5])[CH3:4].[CH3:43]I. Product: [C:3]([O:7][C:8](=[O:42])[N:9]([C@@H:10]1[CH2:14][CH2:13][N:12]([CH:15]([C:23](=[O:41])[N:24]([CH2:26][C:27]2[C:36]3[C:31](=[CH:32][CH:33]=[CH:34][CH:35]=3)[CH:30]=[C:29]([C:37]#[N:38])[C:28]=2[O:39][CH3:40])[CH3:25])[C:16]2[CH:17]=[CH:18][C:19]([F:22])=[CH:20][CH:21]=2)[CH2:11]1)[CH3:43])([CH3:6])([CH3:4])[CH3:5]. The catalyst class is: 3. (5) Reactant: [S:1]1[CH:5]=[CH:4][CH:3]=[C:2]1[C:6]1[N:10]=[C:9]([N:11]2[CH2:16][CH2:15][N:14](C(OC(C)(C)C)=O)[CH2:13][CH2:12]2)[S:8][N:7]=1.Cl.CCCCCC. Product: [S:1]1[CH:5]=[CH:4][CH:3]=[C:2]1[C:6]1[N:10]=[C:9]([N:11]2[CH2:12][CH2:13][NH:14][CH2:15][CH2:16]2)[S:8][N:7]=1. The catalyst class is: 13. (6) Reactant: [CH3:1][O:2][C:3]1[CH:4]=[C:5]([NH:11][C:12]2[N:17]=[C:16](SC)[N:15]3[CH:20]=[CH:21][N:22]=[C:14]3[C:13]=2[C:23]([NH2:25])=[O:24])[CH:6]=[C:7]([O:9][CH3:10])[CH:8]=1.[CH3:26][C:27]([CH3:32])([CH2:30][NH2:31])[CH2:28][NH2:29].O.CCOC(C)=O. Product: [NH2:29][CH2:28][C:27]([CH3:32])([CH3:26])[CH2:30][NH:31][C:16]1[N:15]2[CH:20]=[CH:21][N:22]=[C:14]2[C:13]([C:23]([NH2:25])=[O:24])=[C:12]([NH:11][C:5]2[CH:4]=[C:3]([O:2][CH3:1])[CH:8]=[C:7]([O:9][CH3:10])[CH:6]=2)[N:17]=1. The catalyst class is: 37. (7) Reactant: F[C:2]1[CH:7]=[CH:6][C:5]([N+:8]([O-:10])=[O:9])=[CH:4][CH:3]=1.[CH3:11][CH:12]1[CH2:16][CH2:15][CH2:14][NH:13]1.C(=O)([O-])[O-].[K+].[K+].[Cl-].[Na+]. Product: [CH3:11][CH:12]1[CH2:16][CH2:15][CH2:14][N:13]1[C:2]1[CH:7]=[CH:6][C:5]([N+:8]([O-:10])=[O:9])=[CH:4][CH:3]=1. The catalyst class is: 60.